From a dataset of Reaction yield outcomes from USPTO patents with 853,638 reactions. Predict the reaction yield, written as a fraction of the theoretical maximum amount of product (1.0 means a 100% yield; for example, 0.34 means a 34% yield). (1) The reactants are [Cl:1][CH:2]([Cl:6])[C:3](Cl)=[O:4].[CH3:7][NH:8][CH:9]=[O:10]. The catalyst is C(Cl)(Cl)Cl. The product is [CH3:7][N:8]([CH:9]=[O:10])[C:3](=[O:4])[CH:2]([Cl:6])[Cl:1]. The yield is 0.860. (2) The reactants are [F:1][C:2]1[CH:3]=[C:4]([NH:24][C:25]([N:27]2[CH2:31][CH2:30][N:29](N3CCCCC3)[C:28]2=[O:38])=[O:26])[CH:5]=[CH:6][C:7]=1[O:8][C:9]1[CH:14]=[CH:13][N:12]=[C:11]2[CH:15]=[C:16]([C:18]3[N:19]=[CH:20][N:21]([CH3:23])[CH:22]=3)[S:17][C:10]=12.[CH:39]1(N2CCNC2=O)[CH2:44][CH2:43][CH2:42][CH2:41][CH2:40]1. No catalyst specified. The product is [CH:39]1([N:29]2[CH2:30][CH2:31][N:27]([C:25]([NH:24][C:4]3[CH:5]=[CH:6][C:7]([O:8][C:9]4[CH:14]=[CH:13][N:12]=[C:11]5[CH:15]=[C:16]([C:18]6[N:19]=[CH:20][N:21]([CH3:23])[CH:22]=6)[S:17][C:10]=45)=[C:2]([F:1])[CH:3]=3)=[O:26])[C:28]2=[O:38])[CH2:44][CH2:43][CH2:42][CH2:41][CH2:40]1. The yield is 0.680. (3) The reactants are [CH2:1]([NH:4][C:5]1[C:6]2[S:14][CH:13]=[C:12]([CH3:15])[C:7]=2[N:8]=[C:9](Cl)[N:10]=1)[CH:2]=[CH2:3].[CH3:16][O:17][CH2:18][CH2:19][NH2:20].C(=O)([O-])O.[Na+]. No catalyst specified. The product is [CH2:1]([NH:4][C:5]1[C:6]2[S:14][CH:13]=[C:12]([CH3:15])[C:7]=2[N:8]=[C:9]([NH:20][CH2:19][CH2:18][O:17][CH3:16])[N:10]=1)[CH:2]=[CH2:3]. The yield is 0.823. (4) The reactants are [OH:1][CH2:2][CH2:3][C:4]1[CH:5]=[C:6]([CH:19]=[CH:20][CH:21]=1)[O:7][CH2:8][C:9]1[CH:18]=[CH:17][CH:16]=[CH:15][C:10]=1[C:11]([O:13][CH3:14])=[O:12].[CH2:22]([O:29][C:30]1[CH:35]=[CH:34][C:33](O)=[CH:32][CH:31]=1)[C:23]1[CH:28]=[CH:27][CH:26]=[CH:25][CH:24]=1.C1(P(C2C=CC=CC=2)C2C=CC=CC=2)C=CC=CC=1.N(/C(OC(C)C)=O)=N\C(OC(C)C)=O. The catalyst is C1(C)C=CC=CC=1. The product is [CH2:22]([O:29][C:30]1[CH:35]=[CH:34][C:33]([O:1][CH2:2][CH2:3][C:4]2[CH:5]=[C:6]([CH:19]=[CH:20][CH:21]=2)[O:7][CH2:8][C:9]2[CH:18]=[CH:17][CH:16]=[CH:15][C:10]=2[C:11]([O:13][CH3:14])=[O:12])=[CH:32][CH:31]=1)[C:23]1[CH:28]=[CH:27][CH:26]=[CH:25][CH:24]=1. The yield is 0.390. (5) The reactants are [Br:1][C:2]1[CH:9]=[CH:8][C:7]([C:10]#[N:11])=[CH:6][C:3]=1[CH2:4][OH:5].C(N(C(C)C)CC)(C)C.[CH3:21][O:22][CH2:23]Cl.O. The catalyst is ClCCl. The product is [Br:1][C:2]1[CH:9]=[CH:8][C:7]([C:10]#[N:11])=[CH:6][C:3]=1[CH2:4][O:5][CH2:21][O:22][CH3:23]. The yield is 0.710. (6) The reactants are [CH2:1]([O:3][C:4](=[O:16])[CH:5]=[CH:6][CH2:7][O:8][CH2:9][C:10]1[CH:15]=[CH:14][CH:13]=[CH:12][CH:11]=1)[CH3:2].C(Cl)Cl.[Si](OS([C:28]([F:31])(F)F)(=O)=O)(C)(C)C. The catalyst is O. The product is [CH2:1]([O:3][C:4](=[O:16])[CH:28]([F:31])[CH:6]([CH2:7][O:8][CH2:9][C:10]1[CH:15]=[CH:14][CH:13]=[CH:12][CH:11]=1)[CH2:5][C:4]([O:3][CH2:1][CH3:2])=[O:16])[CH3:2]. The yield is 0.593. (7) The reactants are [Br:1][C:2]1[CH:7]=[CH:6][C:5]([S:8](Cl)(=[O:10])=[O:9])=[CH:4][CH:3]=1.[NH:12]1[CH2:17][CH2:16][O:15][CH2:14][CH2:13]1. No catalyst specified. The product is [Br:1][C:2]1[CH:7]=[CH:6][C:5]([S:8]([N:12]2[CH2:17][CH2:16][O:15][CH2:14][CH2:13]2)(=[O:10])=[O:9])=[CH:4][CH:3]=1. The yield is 0.980. (8) The reactants are [CH3:1][O:2][C:3]([C:5]1[S:6][C:7]([CH:27]2[CH2:32][CH2:31][CH2:30][CH:29]=[CH:28]2)=[CH:8][C:9]=1[N:10]([C:18]([C@H:20]1[CH2:25][CH2:24][C@H:23]([CH3:26])[CH2:22][CH2:21]1)=[O:19])[CH:11]1[CH2:16][CH2:15][C:14](=[O:17])[CH2:13][CH2:12]1)=[O:4].[BH4-].[Na+].Cl. The catalyst is CO. The product is [CH3:1][O:2][C:3]([C:5]1[S:6][C:7]([CH:27]2[CH2:32][CH2:31][CH2:30][CH:29]=[CH:28]2)=[CH:8][C:9]=1[N:10]([C@H:11]1[CH2:16][CH2:15][C@H:14]([OH:17])[CH2:13][CH2:12]1)[C:18]([C@H:20]1[CH2:21][CH2:22][C@H:23]([CH3:26])[CH2:24][CH2:25]1)=[O:19])=[O:4]. The yield is 0.260.